From a dataset of Full USPTO retrosynthesis dataset with 1.9M reactions from patents (1976-2016). Predict the reactants needed to synthesize the given product. Given the product [CH3:28][O:29][C:4]1[N:5]([C:16]2[CH:21]=[CH:20][C:19]([O:22][CH2:23][C:24]([F:27])([F:26])[F:25])=[CH:18][CH:17]=2)[C:6](=[O:15])[C:7]2[CH:13]=[CH:12][C:11](=[O:14])[NH:10][C:8]=2[N:9]=1, predict the reactants needed to synthesize it. The reactants are: CS([C:4]1[N:5]([C:16]2[CH:21]=[CH:20][C:19]([O:22][CH2:23][C:24]([F:27])([F:26])[F:25])=[CH:18][CH:17]=2)[C:6](=[O:15])[C:7]2[CH:13]=[CH:12][C:11](=[O:14])[NH:10][C:8]=2[N:9]=1)=O.[CH3:28][O-:29].[Na+].Cl.